This data is from Reaction yield outcomes from USPTO patents with 853,638 reactions. The task is: Predict the reaction yield, written as a fraction of the theoretical maximum amount of product (1.0 means a 100% yield; for example, 0.34 means a 34% yield). (1) The reactants are [CH3:1][O:2][C:3]1[CH:8]=[CH:7][CH:6]=[CH:5][C:4]=1[OH:9].F[C:11]1[CH:16]=[CH:15][C:14]([F:17])=[CH:13][C:12]=1[N+:18]([O-:20])=[O:19].[CH3:21][O:22][C:23]1[CH:37]=[CH:36][CH:35]=[CH:34][C:24]=1[O:25][C:26]1[CH:32]=[CH:31][C:30]([F:33])=[CH:29][C:27]=1[NH2:28].[NH2:38][C:39]1[S:40][CH:41]=[CH:42][N:43]=1. No catalyst specified. The product is [F:17][C:14]1[CH:15]=[CH:16][C:11]([O:9][C:4]2[CH:5]=[CH:6][CH:7]=[CH:8][C:3]=2[O:2][CH3:1])=[C:12]([N+:18]([O-:20])=[O:19])[CH:13]=1.[F:33][C:30]1[CH:31]=[CH:32][C:26]([O:25][C:24]2[CH:34]=[CH:35][CH:36]=[CH:37][C:23]=2[O:22][CH3:21])=[C:27]([NH:28][C:4]([NH:38][C:39]2[S:40][CH:41]=[CH:42][N:43]=2)=[O:9])[CH:29]=1. The yield is 0.810. (2) The reactants are O[CH2:2][C:3]1[N:7]([CH2:8][CH2:9][CH2:10][C:11]([F:14])([F:13])[F:12])[C:6]2[CH:15]=[CH:16][C:17]([CH2:19][NH:20][C:21](=[O:27])[O:22][C:23]([CH3:26])([CH3:25])[CH3:24])=[CH:18][C:5]=2[N:4]=1.S(Cl)(Cl)=O.[CH:32]1([N:35]2[CH2:44][C:43]3[C:38](=[CH:39][CH:40]=[CH:41][CH:42]=3)[NH:37][C:36]2=[O:45])[CH2:34][CH2:33]1.[H-].[Na+]. The catalyst is C(Cl)Cl.CN(C=O)C. The product is [CH:32]1([N:35]2[CH2:44][C:43]3[C:38](=[CH:39][CH:40]=[CH:41][CH:42]=3)[N:37]([CH2:2][C:3]3[N:7]([CH2:8][CH2:9][CH2:10][C:11]([F:12])([F:13])[F:14])[C:6]4[CH:15]=[CH:16][C:17]([CH2:19][NH:20][C:21](=[O:27])[O:22][C:23]([CH3:25])([CH3:24])[CH3:26])=[CH:18][C:5]=4[N:4]=3)[C:36]2=[O:45])[CH2:34][CH2:33]1. The yield is 0.980. (3) The catalyst is C(Cl)(Cl)Cl. The product is [C:1]1([C@@H:7]2[CH2:9][C@H:8]2[NH:10][CH2:11][CH2:12][CH:13]2[CH2:18][CH2:17][NH:16][CH2:15][CH2:14]2)[CH:2]=[CH:3][CH:4]=[CH:5][CH:6]=1. The reactants are [C:1]1([C@@H:7]2[CH2:9][C@H:8]2[NH:10][CH2:11][CH2:12][CH:13]2[CH2:18][CH2:17][N:16](C(OC(C)(C)C)=O)[CH2:15][CH2:14]2)[CH:6]=[CH:5][CH:4]=[CH:3][CH:2]=1.Cl.O1CCOCC1. The yield is 0.220. (4) The reactants are [CH:1]1[CH:2]=[CH:3][C:4]2N(O)N=N[C:5]=2[CH:6]=1.[CH2:11](Cl)CCl.[OH:15][NH:16][C:17]([C@H:19]1[CH2:24][CH2:23][C@H:22]([CH2:25][N:26]2[C:30]3[CH:31]=[C:32]([O:35][CH3:36])[CH:33]=[CH:34][C:29]=3[N:28]([CH3:37])[C:27]2=[O:38])[CH2:21][CH2:20]1)=[NH:18].[O:39]1CCOC[CH2:40]1. No catalyst specified. The product is [CH3:36][O:35][C:32]1[CH:33]=[CH:34][C:29]2[N:28]([CH3:37])[C:27](=[O:38])[N:26]([CH2:25][C@H:22]3[CH2:23][CH2:24][C@H:19]([C:17]4[N:18]=[C:11]([C:5]5[CH:6]=[CH:1][C:2]([O:39][CH3:40])=[CH:3][CH:4]=5)[O:15][N:16]=4)[CH2:20][CH2:21]3)[C:30]=2[CH:31]=1. The yield is 0.310. (5) The reactants are [C:1](Cl)(=[O:3])[CH3:2].[N+:5]([C:8]1[CH:18]=[CH:17][C:11]2[NH:12][CH2:13][CH2:14][CH2:15][O:16][C:10]=2[CH:9]=1)([O-:7])=[O:6]. The catalyst is CN(C)C1C=CN=CC=1.N1C=CC=CC=1. The product is [N+:5]([C:8]1[CH:18]=[CH:17][C:11]2[N:12]([C:1](=[O:3])[CH3:2])[CH2:13][CH2:14][CH2:15][O:16][C:10]=2[CH:9]=1)([O-:7])=[O:6]. The yield is 0.910. (6) The reactants are O.[OH-].[Na+].[F:4][C:5]1[C:6]([CH2:14][C:15]#[N:16])=[CH:7][C:8]2[O:12][CH2:11][O:10][C:9]=2[CH:13]=1.Br[CH2:18][CH2:19]Cl. The catalyst is [Br-].C([N+](CCCC)(CCCC)CCCC)CCC.C1(C)C=CC=CC=1. The product is [F:4][C:5]1[C:6]([C:14]2([C:15]#[N:16])[CH2:19][CH2:18]2)=[CH:7][C:8]2[O:12][CH2:11][O:10][C:9]=2[CH:13]=1. The yield is 0.600. (7) The reactants are [CH3:1][C:2]1[C:7]([CH3:8])=[CH:6][CH:5]=[CH:4][C:3]=1[N:9]1[CH2:14][CH2:13][N:12]([CH2:15][CH2:16][NH2:17])[CH2:11][CH2:10]1.[CH2:18]([C:22]1[N:26]([C:27]2[CH:32]=[CH:31][CH:30]=[CH:29][CH:28]=2)[N:25]=[C:24]([CH:33]=O)[CH:23]=1)[CH:19]([CH3:21])[CH3:20]. No catalyst specified. The product is [CH2:18]([C:22]1[N:26]([C:27]2[CH:32]=[CH:31][CH:30]=[CH:29][CH:28]=2)[N:25]=[C:24]([CH2:33][NH:17][CH2:16][CH2:15][N:12]2[CH2:11][CH2:10][N:9]([C:3]3[CH:4]=[CH:5][CH:6]=[C:7]([CH3:8])[C:2]=3[CH3:1])[CH2:14][CH2:13]2)[CH:23]=1)[CH:19]([CH3:21])[CH3:20]. The yield is 0.965. (8) The reactants are [CH2:1]([N:3]([N:11]1[CH:15]=[C:14]([C:16]2[CH:17]=[N:18][CH:19]=[CH:20][CH:21]=2)[N:13]=[CH:12]1)[C:4](=[O:10])[O:5][C:6]([CH3:9])([CH3:8])[CH3:7])[CH3:2].[Li+].CCC[CH2-].[Cl:27]C(Cl)(Cl)C(Cl)(Cl)Cl. The catalyst is O1CCCC1. The product is [Cl:27][C:12]1[N:11]([N:3]([CH2:1][CH3:2])[C:4](=[O:10])[O:5][C:6]([CH3:9])([CH3:7])[CH3:8])[CH:15]=[C:14]([C:16]2[CH:17]=[N:18][CH:19]=[CH:20][CH:21]=2)[N:13]=1. The yield is 0.0350. (9) The reactants are [CH:1]1([CH2:6][N:7]([CH2:42][CH3:43])[C:8]2[C:9]([CH2:16][N:17]([C:31]3[N:36]=[CH:35][C:34]([O:37][CH2:38][CH2:39]SC)=[CH:33][N:32]=3)[CH2:18][C:19]3[CH:20]=[C:21]([CH:24]=[C:25]([C:27]([F:30])([F:29])[F:28])[CH:26]=3)[C:22]#[N:23])=[N:10][C:11]([O:14][CH3:15])=[CH:12][CH:13]=2)[CH2:5][CH2:4][CH2:3][CH2:2]1.OO.[S:46]([O-:49])([O-])=[O:47].[Na+].[Na+].[C:52](#N)C. The catalyst is [Cl-].[Cl-].[Mo+2](=O)=O. The product is [CH:1]1([CH2:6][N:7]([CH2:42][CH3:43])[C:8]2[C:9]([CH2:16][N:17]([C:31]3[N:32]=[CH:33][C:34]([O:37][CH2:38][CH2:39][S:46]([CH3:52])(=[O:49])=[O:47])=[CH:35][N:36]=3)[CH2:18][C:19]3[CH:20]=[C:21]([CH:24]=[C:25]([C:27]([F:29])([F:30])[F:28])[CH:26]=3)[C:22]#[N:23])=[N:10][C:11]([O:14][CH3:15])=[CH:12][CH:13]=2)[CH2:5][CH2:4][CH2:3][CH2:2]1. The yield is 0.810. (10) The reactants are [NH2:1][CH2:2][CH2:3][CH2:4][Si:5]([CH3:14])([CH3:13])[N:1]1[CH2:2][CH2:3][CH2:4][Si:5]1([CH3:14])[CH3:13].[CH3:15][OH:16]. The product is [NH2:1][CH2:2][CH2:3][CH2:4][Si:5]([CH3:14])([CH3:13])[O:16][CH3:15]. The yield is 0.950. The catalyst is C1COCC1.